Task: Predict the product of the given reaction.. Dataset: Forward reaction prediction with 1.9M reactions from USPTO patents (1976-2016) (1) Given the reactants [C:1]([O:5][C@@H:6]([C:11]1[C:40]([CH3:41])=[C:39]([CH:42]=[O:43])[C:38]2=[N:44][C:35]3=[CH:36][N:37]2[C:12]=1[N:13]1[CH2:49][CH2:48][C:16]([CH3:50])([O:17][CH2:18][CH2:19][CH2:20][CH2:21][C@H:22]([CH3:47])[O:23][C:24]2[CH:25]=[CH:26][C:27]([F:46])=[CH:28][C:29]=2[C:30]2[CH:45]=[C:34]3[CH:33]=[CH:32][CH:31]=2)[CH2:15][CH2:14]1)[C:7]([O:9][CH3:10])=[O:8])([CH3:4])([CH3:3])[CH3:2].[BH4-].[Na+], predict the reaction product. The product is: [C:1]([O:5][C@@H:6]([C:11]1[C:40]([CH3:41])=[C:39]([CH2:42][OH:43])[C:38]2=[N:44][C:35]3=[CH:36][N:37]2[C:12]=1[N:13]1[CH2:14][CH2:15][C:16]([CH3:50])([O:17][CH2:18][CH2:19][CH2:20][CH2:21][C@H:22]([CH3:47])[O:23][C:24]2[CH:25]=[CH:26][C:27]([F:46])=[CH:28][C:29]=2[C:30]2[CH:45]=[C:34]3[CH:33]=[CH:32][CH:31]=2)[CH2:48][CH2:49]1)[C:7]([O:9][CH3:10])=[O:8])([CH3:4])([CH3:2])[CH3:3]. (2) Given the reactants C1(P(C2C=CC=CC=2)C2C=CC=CC=2)C=CC=CC=1.[CH3:20][O:21][C:22]1[C:23]([C:35]2[CH:40]=[CH:39][CH:38]=[CH:37][CH:36]=2)=[N:24][C:25]2[C:30]([C:31]=1[C:32](O)=[O:33])=[CH:29][CH:28]=[CH:27][CH:26]=2.C(N(CC)CC)C.[NH2:48][CH2:49][C:50]([C:55]1[CH:60]=[CH:59][CH:58]=[CH:57][CH:56]=1)(O)[CH2:51][CH2:52][CH3:53].C(Cl)(Cl)(Cl)Cl, predict the reaction product. The product is: [CH3:20][O:21][C:22]1[C:23]([C:35]2[CH:40]=[CH:39][CH:38]=[CH:37][CH:36]=2)=[N:24][C:25]2[C:30]([C:31]=1[C:32]1[O:33][C:50]([C:55]3[CH:60]=[CH:59][CH:58]=[CH:57][CH:56]=3)([CH2:51][CH2:52][CH3:53])[CH2:49][N:48]=1)=[CH:29][CH:28]=[CH:27][CH:26]=2. (3) Given the reactants [CH3:1][O:2][C:3]1[CH:12]=[CH:11][CH:10]=[C:9]2[C:4]=1[CH2:5][CH2:6][CH2:7][C:8]2=[O:13].[N-:14]=[N+]=[N-].[Na+], predict the reaction product. The product is: [CH3:1][O:2][C:3]1[C:4]2[CH2:5][CH2:6][CH2:7][C:8](=[O:13])[NH:14][C:9]=2[CH:10]=[CH:11][CH:12]=1. (4) Given the reactants Br[C:2]1[CH:7]=[CH:6][C:5]([C:8]([N:10]2[CH2:15][CH2:14][N:13]([C:16]3[C:21]([CH3:22])=[CH:20][C:19]([CH3:23])=[CH:18][N:17]=3)[CH2:12][CH2:11]2)=[O:9])=[C:4]([O:24][CH3:25])[CH:3]=1.[CH3:26][N:27]1[CH2:31][CH2:30][NH:29][C:28]1=[O:32], predict the reaction product. The product is: [CH3:22][C:21]1[C:16]([N:13]2[CH2:14][CH2:15][N:10]([C:8]([C:5]3[CH:6]=[CH:7][C:2]([N:29]4[CH2:30][CH2:31][N:27]([CH3:26])[C:28]4=[O:32])=[CH:3][C:4]=3[O:24][CH3:25])=[O:9])[CH2:11][CH2:12]2)=[N:17][CH:18]=[C:19]([CH3:23])[CH:20]=1. (5) Given the reactants [CH2:1]1[C:14]2[C:13]3[CH:12]=[CH:11][CH:10]=[CH:9][C:8]=3[NH:7][C:6]=2[CH2:5][CH2:4][N:3]([C:15]([O:17][C:18]([CH3:21])([CH3:20])[CH3:19])=[O:16])[CH2:2]1.[OH-].[K+].[C:24]1([S:30]([CH2:33][CH2:34]Cl)(=[O:32])=[O:31])[CH:29]=[CH:28][CH:27]=[CH:26][CH:25]=1, predict the reaction product. The product is: [C:24]1([S:30]([CH2:33][CH2:34][N:7]2[C:8]3[CH:9]=[CH:10][CH:11]=[CH:12][C:13]=3[C:14]3[CH2:1][CH2:2][N:3]([C:15]([O:17][C:18]([CH3:21])([CH3:20])[CH3:19])=[O:16])[CH2:4][CH2:5][C:6]2=3)(=[O:32])=[O:31])[CH:29]=[CH:28][CH:27]=[CH:26][CH:25]=1.